This data is from Full USPTO retrosynthesis dataset with 1.9M reactions from patents (1976-2016). The task is: Predict the reactants needed to synthesize the given product. (1) Given the product [N:19]1[CH:18]=[CH:17][N:14]2[CH:15]=[CH:16][C:11]([CH2:10][NH:9][C:7]([C:5]3[S:6][C:2]([N:24]4[C@H:23]([CH:20]([CH3:22])[CH3:21])[CH2:27][O:26][C:25]4=[O:28])=[CH:3][CH:4]=3)=[O:8])=[CH:12][C:13]=12, predict the reactants needed to synthesize it. The reactants are: Br[C:2]1[S:6][C:5]([C:7]([NH:9][CH2:10][C:11]2[CH:16]=[CH:15][N:14]3[CH:17]=[CH:18][N:19]=[C:13]3[CH:12]=2)=[O:8])=[CH:4][CH:3]=1.[CH:20]([C@@H:23]1[CH2:27][O:26][C:25](=[O:28])[NH:24]1)([CH3:22])[CH3:21].CN(C)CCN.C(=O)([O-])[O-].[K+].[K+]. (2) Given the product [CH3:10][O:9][C:7](=[O:8])[C:6]1[CH:11]=[C:2]([Br:1])[CH:3]=[N:4][C:5]=1[CH:13]=[CH2:14], predict the reactants needed to synthesize it. The reactants are: [Br:1][C:2]1[CH:3]=[N:4][C:5](Cl)=[C:6]([CH:11]=1)[C:7]([O:9][CH3:10])=[O:8].[CH:13]([B-](F)(F)F)=[CH2:14].[K+]. (3) Given the product [C:9]1([C:15]2[C:17]([C:19]3[CH:20]=[CH:21][CH:22]=[CH:23][CH:24]=3)=[N:8][C:1]3[C:2](=[CH:3][CH:4]=[CH:5][CH:6]=3)[N:7]=2)[CH:14]=[CH:13][CH:12]=[CH:11][CH:10]=1, predict the reactants needed to synthesize it. The reactants are: [C:1]1([NH2:8])[CH:6]=[CH:5][CH:4]=[CH:3][C:2]=1[NH2:7].[C:9]1([C:15]([C:17]([C:19]2[CH:24]=[CH:23][CH:22]=[CH:21][CH:20]=2)=O)=O)[CH:14]=[CH:13][CH:12]=[CH:11][CH:10]=1.O. (4) Given the product [CH3:12][CH:13]1[CH2:18][CH2:17][N:16]([C:19]([N:21]2[CH2:27][C:26]3[CH:28]=[C:29]([C:2]4[CH:3]=[C:4]([N+:9]([O-:11])=[O:10])[C:5]([NH2:8])=[N:6][CH:7]=4)[CH:30]=[CH:31][C:25]=3[O:24][CH2:23][CH2:22]2)=[O:20])[CH2:15][CH2:14]1, predict the reactants needed to synthesize it. The reactants are: Br[C:2]1[CH:3]=[C:4]([N+:9]([O-:11])=[O:10])[C:5]([NH2:8])=[N:6][CH:7]=1.[CH3:12][CH:13]1[CH2:18][CH2:17][N:16]([C:19]([N:21]2[CH2:27][C:26]3[CH:28]=[C:29](B(O)O)[CH:30]=[CH:31][C:25]=3[O:24][CH2:23][CH2:22]2)=[O:20])[CH2:15][CH2:14]1.C(=O)(O)[O-].[K+].CCN(C(C)C)C(C)C.